Dataset: NCI-60 drug combinations with 297,098 pairs across 59 cell lines. Task: Regression. Given two drug SMILES strings and cell line genomic features, predict the synergy score measuring deviation from expected non-interaction effect. (1) Drug 1: C1=NC2=C(N=C(N=C2N1C3C(C(C(O3)CO)O)O)F)N. Drug 2: CCCCC(=O)OCC(=O)C1(CC(C2=C(C1)C(=C3C(=C2O)C(=O)C4=C(C3=O)C=CC=C4OC)O)OC5CC(C(C(O5)C)O)NC(=O)C(F)(F)F)O. Cell line: BT-549. Synergy scores: CSS=39.0, Synergy_ZIP=0.816, Synergy_Bliss=4.42, Synergy_Loewe=-16.3, Synergy_HSA=3.70. (2) Drug 1: CC1=CC=C(C=C1)C2=CC(=NN2C3=CC=C(C=C3)S(=O)(=O)N)C(F)(F)F. Drug 2: C1C(C(OC1N2C=NC3=C2NC=NCC3O)CO)O. Cell line: OVCAR3. Synergy scores: CSS=-3.99, Synergy_ZIP=2.74, Synergy_Bliss=0.678, Synergy_Loewe=-4.70, Synergy_HSA=-3.18.